This data is from NCI-60 drug combinations with 297,098 pairs across 59 cell lines. The task is: Regression. Given two drug SMILES strings and cell line genomic features, predict the synergy score measuring deviation from expected non-interaction effect. Drug 1: CC1=C(C=C(C=C1)NC2=NC=CC(=N2)N(C)C3=CC4=NN(C(=C4C=C3)C)C)S(=O)(=O)N.Cl. Drug 2: C1CC(C1)(C(=O)O)C(=O)O.[NH2-].[NH2-].[Pt+2]. Cell line: MOLT-4. Synergy scores: CSS=56.9, Synergy_ZIP=-4.85, Synergy_Bliss=-6.54, Synergy_Loewe=-9.44, Synergy_HSA=-5.53.